Predict the reactants needed to synthesize the given product. From a dataset of Full USPTO retrosynthesis dataset with 1.9M reactions from patents (1976-2016). (1) The reactants are: [Cl:1][C:2]1[CH:7]=[CH:6][C:5]([N:8]2[CH:12]=[N:11][N:10]=[CH:9]2)=[C:4](I)[CH:3]=1.C(N(CCCC)CCCC)CCC.[C:27]([O:31][C:32]([CH3:35])([CH3:34])[CH3:33])(=[O:30])[CH:28]=[CH2:29]. Given the product [Cl:1][C:2]1[CH:7]=[CH:6][C:5]([N:8]2[CH:12]=[N:11][N:10]=[CH:9]2)=[C:4](/[CH:29]=[CH:28]/[C:27]([O:31][C:32]([CH3:35])([CH3:34])[CH3:33])=[O:30])[CH:3]=1, predict the reactants needed to synthesize it. (2) Given the product [NH2:17][C:9]1[O:10][C@H:11]([C:13]([F:16])([F:15])[F:14])[CH2:12][C@:7]([C:5]2[S:6][C:2]([C:26]3[CH:27]=[C:22]([CH:23]=[CH:24][CH:25]=3)[C:20]#[N:21])=[CH:3][C:4]=2[Cl:19])([CH3:18])[N:8]=1, predict the reactants needed to synthesize it. The reactants are: Br[C:2]1[S:6][C:5]([C@:7]2([CH3:18])[CH2:12][C@@H:11]([C:13]([F:16])([F:15])[F:14])[O:10][C:9]([NH2:17])=[N:8]2)=[C:4]([Cl:19])[CH:3]=1.[C:20]([C:22]1[CH:23]=[C:24](B(O)O)[CH:25]=[CH:26][CH:27]=1)#[N:21]. (3) Given the product [Br:1][C:2]1[S:6][C:5]([C:7]2[N:16]=[C:15]([NH:50][CH2:49][CH2:48][CH:41]3[CH:42]4[CH:47]([CH2:46][CH2:45][CH2:44][CH2:43]4)[N:39]([CH3:38])[CH2:40]3)[C:14]3[C:9](=[CH:10][C:11]([Cl:18])=[CH:12][CH:13]=3)[N:8]=2)=[CH:4][CH:3]=1, predict the reactants needed to synthesize it. The reactants are: [Br:1][C:2]1[S:6][C:5]([C:7]2[N:16]=[C:15](Cl)[C:14]3[C:9](=[CH:10][C:11]([Cl:18])=[CH:12][CH:13]=3)[N:8]=2)=[CH:4][CH:3]=1.NC1C=C(Cl)C=CC=1C#N.BrC1SC(C(Cl)=O)=CC=1.[CH3:38][N:39]1[CH:47]2[CH:42]([CH2:43][CH2:44][CH2:45][CH2:46]2)[CH:41]([CH2:48][CH2:49][NH2:50])[CH2:40]1. (4) Given the product [Cl:1][C:2]1[C:3]2[C:10]([C:21]#[C:20][C:22]3[CH:27]=[CH:26][CH:25]=[CH:24][CH:23]=3)=[CH:9][N:8]([CH2:12][O:13][CH2:14][CH2:15][Si:16]([CH3:19])([CH3:18])[CH3:17])[C:4]=2[N:5]=[CH:6][N:7]=1, predict the reactants needed to synthesize it. The reactants are: [Cl:1][C:2]1[C:3]2[C:10](I)=[CH:9][N:8]([CH2:12][O:13][CH2:14][CH2:15][Si:16]([CH3:19])([CH3:18])[CH3:17])[C:4]=2[N:5]=[CH:6][N:7]=1.[C:20]([C:22]1[CH:27]=[CH:26][CH:25]=[CH:24][CH:23]=1)#[CH:21].C(=O)(O)[O-].[Na+]. (5) Given the product [C:26]1([C:24]2[C:23]([C:32]3[CH:33]=[CH:34][CH:35]=[CH:36][CH:37]=3)=[CH:22][N:21]=[C:20]([NH:7][C@H:8]3[CH2:9][CH2:10][C@H:11]([C:14]([O:16][CH2:17][CH3:18])=[O:15])[CH2:12][CH2:13]3)[N:25]=2)[CH:31]=[CH:30][CH:29]=[CH:28][CH:27]=1, predict the reactants needed to synthesize it. The reactants are: C(=O)([O-])[O-].[Cs+].[Cs+].[NH2:7][C@H:8]1[CH2:13][CH2:12][C@H:11]([C:14]([O:16][CH2:17][CH3:18])=[O:15])[CH2:10][CH2:9]1.Cl[C:20]1[N:25]=[C:24]([C:26]2[CH:31]=[CH:30][CH:29]=[CH:28][CH:27]=2)[C:23]([C:32]2[CH:37]=[CH:36][CH:35]=[CH:34][CH:33]=2)=[CH:22][N:21]=1.